This data is from NCI-60 drug combinations with 297,098 pairs across 59 cell lines. The task is: Regression. Given two drug SMILES strings and cell line genomic features, predict the synergy score measuring deviation from expected non-interaction effect. (1) Drug 1: CC(C1=C(C=CC(=C1Cl)F)Cl)OC2=C(N=CC(=C2)C3=CN(N=C3)C4CCNCC4)N. Drug 2: CS(=O)(=O)C1=CC(=C(C=C1)C(=O)NC2=CC(=C(C=C2)Cl)C3=CC=CC=N3)Cl. Cell line: SNB-75. Synergy scores: CSS=1.09, Synergy_ZIP=0.323, Synergy_Bliss=1.38, Synergy_Loewe=-3.96, Synergy_HSA=-0.994. (2) Drug 1: CNC(=O)C1=CC=CC=C1SC2=CC3=C(C=C2)C(=NN3)C=CC4=CC=CC=N4. Drug 2: CN(C)N=NC1=C(NC=N1)C(=O)N. Cell line: SF-539. Synergy scores: CSS=8.29, Synergy_ZIP=-3.58, Synergy_Bliss=-3.79, Synergy_Loewe=-5.42, Synergy_HSA=-1.62. (3) Drug 1: CS(=O)(=O)CCNCC1=CC=C(O1)C2=CC3=C(C=C2)N=CN=C3NC4=CC(=C(C=C4)OCC5=CC(=CC=C5)F)Cl. Drug 2: CC(C)NC(=O)C1=CC=C(C=C1)CNNC.Cl. Cell line: HCC-2998. Synergy scores: CSS=11.1, Synergy_ZIP=0.0941, Synergy_Bliss=4.81, Synergy_Loewe=4.91, Synergy_HSA=0.846. (4) Drug 1: C1=NC2=C(N1)C(=S)N=C(N2)N. Drug 2: C1=NC2=C(N1)C(=S)N=CN2. Cell line: CCRF-CEM. Synergy scores: CSS=69.7, Synergy_ZIP=0.240, Synergy_Bliss=-1.05, Synergy_Loewe=-0.126, Synergy_HSA=3.00. (5) Drug 1: CC1=C(N=C(N=C1N)C(CC(=O)N)NCC(C(=O)N)N)C(=O)NC(C(C2=CN=CN2)OC3C(C(C(C(O3)CO)O)O)OC4C(C(C(C(O4)CO)O)OC(=O)N)O)C(=O)NC(C)C(C(C)C(=O)NC(C(C)O)C(=O)NCCC5=NC(=CS5)C6=NC(=CS6)C(=O)NCCC[S+](C)C)O. Drug 2: CN1C2=C(C=C(C=C2)N(CCCl)CCCl)N=C1CCCC(=O)O.Cl. Cell line: SNB-19. Synergy scores: CSS=12.9, Synergy_ZIP=-5.45, Synergy_Bliss=3.02, Synergy_Loewe=-5.38, Synergy_HSA=2.46. (6) Drug 1: CC1=C(C(CCC1)(C)C)C=CC(=CC=CC(=CC(=O)O)C)C. Drug 2: CC12CCC3C(C1CCC2OP(=O)(O)O)CCC4=C3C=CC(=C4)OC(=O)N(CCCl)CCCl.[Na+]. Cell line: NCI-H322M. Synergy scores: CSS=29.7, Synergy_ZIP=-3.67, Synergy_Bliss=-2.07, Synergy_Loewe=0.776, Synergy_HSA=-1.11. (7) Drug 1: CC1=C2C(C(=O)C3(C(CC4C(C3C(C(C2(C)C)(CC1OC(=O)C(C(C5=CC=CC=C5)NC(=O)OC(C)(C)C)O)O)OC(=O)C6=CC=CC=C6)(CO4)OC(=O)C)O)C)O. Drug 2: CS(=O)(=O)CCNCC1=CC=C(O1)C2=CC3=C(C=C2)N=CN=C3NC4=CC(=C(C=C4)OCC5=CC(=CC=C5)F)Cl. Cell line: 786-0. Synergy scores: CSS=33.1, Synergy_ZIP=5.47, Synergy_Bliss=9.80, Synergy_Loewe=11.3, Synergy_HSA=11.8.